This data is from Forward reaction prediction with 1.9M reactions from USPTO patents (1976-2016). The task is: Predict the product of the given reaction. (1) The product is: [C:1]([O:5][C:6](=[O:17])[NH:7][C@H:8]1[CH2:9][CH2:10][C@@H:11]([CH2:14][CH2:15][NH:16][C:26]([O:28][CH2:29][C:30]2[CH:35]=[CH:34][CH:33]=[CH:32][CH:31]=2)=[O:27])[CH2:12][CH2:13]1)([CH3:4])([CH3:2])[CH3:3]. Given the reactants [C:1]([O:5][C:6](=[O:17])[NH:7][C@H:8]1[CH2:13][CH2:12][C@@H:11]([CH2:14][CH2:15][NH2:16])[CH2:10][CH2:9]1)([CH3:4])([CH3:3])[CH3:2].C(N(CC)CC)C.Cl[C:26]([O:28][CH2:29][C:30]1[CH:35]=[CH:34][CH:33]=[CH:32][CH:31]=1)=[O:27], predict the reaction product. (2) Given the reactants [CH3:1][C:2]1[C:3]([N:14]2[CH:18]=[N:17][C:16]([CH3:19])=[N:15]2)=[N:4][C:5]2[N:6]([N:8]=[CH:9][C:10]=2[C:11]([OH:13])=O)[CH:7]=1.Cl.[NH2:21][C@@H:22]([C:27]1[CH:32]=[CH:31][C:30]([O:33][C:34]([F:37])([F:36])[F:35])=[CH:29][CH:28]=1)[C:23]([CH3:26])([OH:25])[CH3:24].O.ON1C2C=CC=CC=2N=N1.Cl.CN(C)CCCN=C=NCC, predict the reaction product. The product is: [OH:25][C:23]([CH3:26])([CH3:24])[C@@H:22]([NH:21][C:11]([C:10]1[CH:9]=[N:8][N:6]2[CH:7]=[C:2]([CH3:1])[C:3]([N:14]3[CH:18]=[N:17][C:16]([CH3:19])=[N:15]3)=[N:4][C:5]=12)=[O:13])[C:27]1[CH:28]=[CH:29][C:30]([O:33][C:34]([F:35])([F:36])[F:37])=[CH:31][CH:32]=1. (3) Given the reactants [F:1][C:2]1[CH:9]=[C:8]([N+:10]([O-])=O)[C:5]([NH:6][CH3:7])=[C:4]([N+:13]([O-])=O)[CH:3]=1.C1CCCCC=1.C(=O)([O-])[O-].[Na+].[Na+].[N:28]([C:31]1[C:36]([CH3:37])=[CH:35][C:34]([CH3:38])=[CH:33][C:32]=1[CH3:39])=[C:29]=[S:30], predict the reaction product. The product is: [NH2:10][C:8]1[C:5]([NH:6][CH3:7])=[C:4]([NH:13][C:29]([NH:28][C:31]2[C:32]([CH3:39])=[CH:33][C:34]([CH3:38])=[CH:35][C:36]=2[CH3:37])=[S:30])[CH:3]=[C:2]([F:1])[CH:9]=1. (4) Given the reactants [Cl:1][C:2]1[C:3]([CH2:12][N:13]2[C:17]3[CH:18]=[C:19](B4OC(C)(C)C(C)(C)O4)[CH:20]=[C:21]([CH3:22])[C:16]=3[N:15]=[C:14]2[CH3:32])=[N:4][CH:5]=[C:6]([C:8]([F:11])([F:10])[F:9])[CH:7]=1.Cl[C:34]1[N:39]=[C:38]([C:40]([O:42][CH2:43][CH3:44])=[O:41])[CH:37]=[CH:36][CH:35]=1, predict the reaction product. The product is: [Cl:1][C:2]1[C:3]([CH2:12][N:13]2[C:17]3[CH:18]=[C:19]([C:34]4[N:39]=[C:38]([C:40]([O:42][CH2:43][CH3:44])=[O:41])[CH:37]=[CH:36][CH:35]=4)[CH:20]=[C:21]([CH3:22])[C:16]=3[N:15]=[C:14]2[CH3:32])=[N:4][CH:5]=[C:6]([C:8]([F:11])([F:10])[F:9])[CH:7]=1. (5) The product is: [CH3:1][S:2][C:3]1[N:8]=[C:7]([NH2:9])[N:6]=[C:5]([NH2:10])[C:4]=1[N:15]=[O:16]. Given the reactants [CH3:1][S:2][C:3]1[N:8]=[C:7]([NH2:9])[N:6]=[C:5]([NH2:10])[CH:4]=1.C(O)(=O)C.[N:15]([O-])=[O:16].[Na+], predict the reaction product. (6) Given the reactants [F:1][C:2]1[CH:7]=[CH:6][C:5]([C:8](=O)[C:9](=[CH:18][OH:19])[CH2:10][CH2:11][N:12]2[CH2:17][CH2:16][CH2:15][CH2:14][CH2:13]2)=[CH:4][CH:3]=1.[ClH:21].[NH2:22]O, predict the reaction product. The product is: [ClH:21].[F:1][C:2]1[CH:7]=[CH:6][C:5]([C:8]2[C:9]([CH2:10][CH2:11][N:12]3[CH2:17][CH2:16][CH2:15][CH2:14][CH2:13]3)=[CH:18][O:19][N:22]=2)=[CH:4][CH:3]=1.